From a dataset of Reaction yield outcomes from USPTO patents with 853,638 reactions. Predict the reaction yield, written as a fraction of the theoretical maximum amount of product (1.0 means a 100% yield; for example, 0.34 means a 34% yield). (1) The reactants are C(OC([N:8]1[CH2:13][CH:12]=[C:11]([C:14]2[C:22]3[S:21][C:20]([NH:23][C:24]([N:26]4[CH2:31][CH2:30][O:29][CH2:28][CH2:27]4)=[O:25])=[N:19][C:18]=3[C:17]([O:32][CH3:33])=[CH:16][CH:15]=2)[CH2:10][CH2:9]1)=O)(C)(C)C.[ClH:34].CO. No catalyst specified. The product is [ClH:34].[CH3:33][O:32][C:17]1[C:18]2[N:19]=[C:20]([NH:23][C:24]([N:26]3[CH2:27][CH2:28][O:29][CH2:30][CH2:31]3)=[O:25])[S:21][C:22]=2[C:14]([C:11]2[CH2:12][CH2:13][NH:8][CH2:9][CH:10]=2)=[CH:15][CH:16]=1. The yield is 0.840. (2) The reactants are [Cl:1][C:2]1[CH:7]=[C:6]([Cl:8])[N:5]=[C:4]([S:9]([CH3:12])(=O)=O)[N:3]=1.[F:13][C:14]([F:27])([F:26])[CH2:15][C:16]([NH:18][C:19]1[CH:24]=[CH:23]C(S)=[CH:21][CH:20]=1)=[O:17].C(N(CC)CC)C. The catalyst is C(#N)C. The product is [Cl:1][C:2]1[CH:7]=[C:6]([Cl:8])[N:5]=[C:4]([S:9][C:12]2[CH:21]=[CH:20][C:19]([NH:18][C:16](=[O:17])[CH2:15][C:14]([F:27])([F:13])[F:26])=[CH:24][CH:23]=2)[N:3]=1. The yield is 0.560.